Task: Regression. Given two drug SMILES strings and cell line genomic features, predict the synergy score measuring deviation from expected non-interaction effect.. Dataset: NCI-60 drug combinations with 297,098 pairs across 59 cell lines (1) Drug 1: C1CN1P(=S)(N2CC2)N3CC3. Drug 2: CCN(CC)CCNC(=O)C1=C(NC(=C1C)C=C2C3=C(C=CC(=C3)F)NC2=O)C. Cell line: UACC62. Synergy scores: CSS=11.0, Synergy_ZIP=-6.75, Synergy_Bliss=-0.306, Synergy_Loewe=-1.95, Synergy_HSA=-0.828. (2) Drug 1: CC1=C2C(C(=O)C3(C(CC4C(C3C(C(C2(C)C)(CC1OC(=O)C(C(C5=CC=CC=C5)NC(=O)OC(C)(C)C)O)O)OC(=O)C6=CC=CC=C6)(CO4)OC(=O)C)O)C)O. Drug 2: C1CNP(=O)(OC1)N(CCCl)CCCl. Cell line: UACC-257. Synergy scores: CSS=4.65, Synergy_ZIP=-2.02, Synergy_Bliss=0.966, Synergy_Loewe=-1.52, Synergy_HSA=1.02. (3) Drug 1: C1=CC=C(C=C1)NC(=O)CCCCCCC(=O)NO. Drug 2: CNC(=O)C1=NC=CC(=C1)OC2=CC=C(C=C2)NC(=O)NC3=CC(=C(C=C3)Cl)C(F)(F)F. Cell line: IGROV1. Synergy scores: CSS=11.9, Synergy_ZIP=-5.50, Synergy_Bliss=-3.55, Synergy_Loewe=-33.1, Synergy_HSA=-3.43. (4) Cell line: 786-0. Drug 2: C(CC(=O)O)C(=O)CN.Cl. Drug 1: CC1=C2C(C(=O)C3(C(CC4C(C3C(C(C2(C)C)(CC1OC(=O)C(C(C5=CC=CC=C5)NC(=O)OC(C)(C)C)O)O)OC(=O)C6=CC=CC=C6)(CO4)OC(=O)C)O)C)O. Synergy scores: CSS=14.2, Synergy_ZIP=-3.90, Synergy_Bliss=-0.325, Synergy_Loewe=1.80, Synergy_HSA=0.231. (5) Drug 2: CC1=C(C(=O)C2=C(C1=O)N3CC4C(C3(C2COC(=O)N)OC)N4)N. Cell line: SR. Drug 1: CCCCC(=O)OCC(=O)C1(CC(C2=C(C1)C(=C3C(=C2O)C(=O)C4=C(C3=O)C=CC=C4OC)O)OC5CC(C(C(O5)C)O)NC(=O)C(F)(F)F)O. Synergy scores: CSS=71.5, Synergy_ZIP=0.483, Synergy_Bliss=-2.68, Synergy_Loewe=-3.85, Synergy_HSA=-1.45. (6) Drug 1: C1C(C(OC1N2C=C(C(=O)NC2=O)F)CO)O. Drug 2: CC(C)CN1C=NC2=C1C3=CC=CC=C3N=C2N. Cell line: SW-620. Synergy scores: CSS=23.4, Synergy_ZIP=-2.43, Synergy_Bliss=-3.80, Synergy_Loewe=-8.84, Synergy_HSA=0.546. (7) Cell line: HOP-62. Drug 1: CS(=O)(=O)OCCCCOS(=O)(=O)C. Drug 2: CC1C(C(CC(O1)OC2CC(CC3=C2C(=C4C(=C3O)C(=O)C5=CC=CC=C5C4=O)O)(C(=O)C)O)N)O. Synergy scores: CSS=39.8, Synergy_ZIP=2.05, Synergy_Bliss=1.96, Synergy_Loewe=-33.6, Synergy_HSA=1.83.